This data is from Reaction yield outcomes from USPTO patents with 853,638 reactions. The task is: Predict the reaction yield, written as a fraction of the theoretical maximum amount of product (1.0 means a 100% yield; for example, 0.34 means a 34% yield). The reactants are Br[C:2]1[CH:3]=[N:4][CH:5]=[CH:6][C:7]=1[CH3:8].CN([CH:12]=[O:13])C.[CH3:14][OH:15]. The catalyst is CC([O-])=O.CC([O-])=O.[Pd+2].C1C=CC(P(C2C=CC=CC=2)[C-]2C=CC=C2)=CC=1.C1C=CC(P(C2C=CC=CC=2)[C-]2C=CC=C2)=CC=1.[Fe+2]. The product is [CH3:14][O:15][C:12](=[O:13])[C:2]1[C:7]([CH3:8])=[CH:6][CH:5]=[N:4][CH:3]=1. The yield is 0.660.